This data is from Full USPTO retrosynthesis dataset with 1.9M reactions from patents (1976-2016). The task is: Predict the reactants needed to synthesize the given product. (1) Given the product [NH2:16][C:17]1[C:25]([Cl:26])=[C:24]([CH2:27][N:28]2[CH2:33][CH2:32][CH2:31][C@H:30]([NH:34][C:35](=[O:36])[O:37][C:38]([CH3:39])([CH3:41])[CH3:40])[CH2:29]2)[C:23]([O:42][C:43]([F:46])([F:45])[F:44])=[CH:22][C:18]=1[C:19](=[O:20])[NH:10][CH2:9][C:7]1[CH:8]=[C:3]([Cl:2])[CH:4]=[CH:5][C:6]=1[S:11]([CH2:14][CH3:15])(=[O:13])=[O:12], predict the reactants needed to synthesize it. The reactants are: Cl.[Cl:2][C:3]1[CH:4]=[CH:5][C:6]([S:11]([CH2:14][CH3:15])(=[O:13])=[O:12])=[C:7]([CH2:9][NH2:10])[CH:8]=1.[NH2:16][C:17]1[C:25]([Cl:26])=[C:24]([CH2:27][N:28]2[CH2:33][CH2:32][CH2:31][C@H:30]([NH:34][C:35]([O:37][C:38]([CH3:41])([CH3:40])[CH3:39])=[O:36])[CH2:29]2)[C:23]([O:42][C:43]([F:46])([F:45])[F:44])=[CH:22][C:18]=1[C:19](O)=[O:20].NC1C(Cl)=C(C=O)C(C(F)(F)F)=CC=1C(NCC1C=C(Cl)C=CC=1S(CC)(=O)=O)=O. (2) Given the product [N:1]1([C@H:7]2[CH2:8][CH2:9][C@H:10]([C:13]([OH:15])=[O:14])[CH2:11][CH2:12]2)[CH2:5][CH2:4][CH2:3][C:2]1=[O:6], predict the reactants needed to synthesize it. The reactants are: [N:1]1([CH:7]2[CH2:12][CH2:11][CH:10]([C:13]([O:15]C)=[O:14])[CH2:9][CH2:8]2)[CH2:5][CH2:4][CH2:3][C:2]1=[O:6].CO.C[O-].[Na+].Cl. (3) Given the product [O:17]1[C:10]2[CH:11]=[C:12]([CH2:15][OH:16])[N:13]=[CH:14][C:9]=2[O:8][CH2:1][CH2:2]1, predict the reactants needed to synthesize it. The reactants are: [CH2:1]([O:8][C:9]1[C:10](=[O:17])[CH:11]=[C:12]([CH2:15][OH:16])[NH:13][CH:14]=1)[C:2]1C=CC=CC=1.[OH-].[Na+]. (4) Given the product [CH3:1][O:2][C:3](=[O:21])[C:4]1[CH:9]=[CH:8][C:7]([C:22]#[N:23])=[C:6]([N+:18]([O-:20])=[O:19])[CH:5]=1, predict the reactants needed to synthesize it. The reactants are: [CH3:1][O:2][C:3](=[O:21])[C:4]1[CH:9]=[CH:8][C:7](OS(C(F)(F)F)(=O)=O)=[C:6]([N+:18]([O-:20])=[O:19])[CH:5]=1.[CH3:22][N:23](C)C=O. (5) Given the product [CH2:1]([O:3][C:4](=[O:20])[CH2:5][CH:6]([C:12]1[CH:17]=[C:16]([F:18])[CH:15]=[C:14]([Br:19])[CH:13]=1)[C:7]1[O:8][CH:9]=[CH:10][N:11]=1)[CH3:2], predict the reactants needed to synthesize it. The reactants are: [CH2:1]([O:3][C:4](=[O:20])/[CH:5]=[C:6](/[C:12]1[CH:17]=[C:16]([F:18])[CH:15]=[C:14]([Br:19])[CH:13]=1)\[C:7]1[O:8][CH:9]=[CH:10][N:11]=1)[CH3:2]. (6) Given the product [CH:15]([O:14][C:9]1[CH:10]=[CH:11][CH:12]=[CH:13][C:8]=1[N:1]1[CH2:6][CH2:5][NH:4][CH2:3][CH2:2]1)([CH3:17])[CH3:16], predict the reactants needed to synthesize it. The reactants are: [NH:1]1[CH2:6][CH2:5][NH:4][CH2:3][CH2:2]1.Br[C:8]1[CH:13]=[CH:12][CH:11]=[CH:10][C:9]=1[O:14][CH:15]([CH3:17])[CH3:16]. (7) Given the product [F:40][C:41]1[CH:48]=[C:47]([C:6]2[S:7][C:8]([CH2:12][CH2:13][C:14]3[CH:19]=[CH:18][C:17]([O:20][CH2:21][C:22]45[O:23][CH2:24][C:25]([CH3:30])([CH2:26][O:27]4)[CH2:28][O:29]5)=[C:16]([CH3:31])[CH:15]=3)=[C:9]([CH3:11])[CH:10]=2)[CH:46]=[CH:45][C:42]=1[C:43]#[N:44], predict the reactants needed to synthesize it. The reactants are: C([Sn](CCCC)(CCCC)[C:6]1[S:7][C:8]([CH2:12][CH2:13][C:14]2[CH:19]=[CH:18][C:17]([O:20][CH2:21][C:22]34[O:29][CH2:28][C:25]([CH3:30])([CH2:26][O:27]3)[CH2:24][O:23]4)=[C:16]([CH3:31])[CH:15]=2)=[C:9]([CH3:11])[CH:10]=1)CCC.[F:40][C:41]1[CH:48]=[C:47](Br)[CH:46]=[CH:45][C:42]=1[C:43]#[N:44].O1C=CC=C1P(C1OC=CC=1)C1OC=CC=1.